Dataset: Full USPTO retrosynthesis dataset with 1.9M reactions from patents (1976-2016). Task: Predict the reactants needed to synthesize the given product. Given the product [CH3:32][C:30]1[N:31]=[C:27]([NH:26][C:8]([C:10]2[C:15]([NH:16][C:17]3[CH:18]=[N:19][CH:20]=[CH:21][CH:22]=3)=[CH:14][CH:13]=[C:12]([CH:23]3[CH2:24][CH2:25]3)[N:11]=2)=[O:9])[S:28][CH:29]=1, predict the reactants needed to synthesize it. The reactants are: [Al](C)(C)C.C(O[C:8]([C:10]1[C:15]([NH:16][C:17]2[CH:18]=[N:19][CH:20]=[CH:21][CH:22]=2)=[CH:14][CH:13]=[C:12]([CH:23]2[CH2:25][CH2:24]2)[N:11]=1)=[O:9])C.[NH2:26][C:27]1[S:28][CH:29]=[C:30]([CH3:32])[N:31]=1.